Task: Predict the reaction yield, written as a fraction of the theoretical maximum amount of product (1.0 means a 100% yield; for example, 0.34 means a 34% yield).. Dataset: Reaction yield outcomes from USPTO patents with 853,638 reactions The reactants are [Br:1][C:2]1[CH:3]=[CH:4][C:5]2[NH:6][C:7]3[C:12]([C:13]=2[CH:14]=1)=[CH:11][CH:10]=[CH:9][CH:8]=3.I[C:16]1[CH:17]=[C:18]([C:28]2[CH:33]=[CH:32][CH:31]=[CH:30][CH:29]=2)[CH:19]=[C:20]([C:22]2[CH:27]=[CH:26][CH:25]=[CH:24][CH:23]=2)[CH:21]=1.[OH-].[K+]. The catalyst is CC1C=CC(C)=CC=1.[Cu]I.N1C2C(=CC=C3C=2N=CC=C3)C=CC=1. The product is [Br:1][C:2]1[CH:3]=[CH:4][C:5]2[N:6]([C:16]3[CH:21]=[C:20]([C:22]4[CH:27]=[CH:26][CH:25]=[CH:24][CH:23]=4)[CH:19]=[C:18]([C:28]4[CH:33]=[CH:32][CH:31]=[CH:30][CH:29]=4)[CH:17]=3)[C:7]3[C:12]([C:13]=2[CH:14]=1)=[CH:11][CH:10]=[CH:9][CH:8]=3. The yield is 0.880.